From a dataset of NCI-60 drug combinations with 297,098 pairs across 59 cell lines. Regression. Given two drug SMILES strings and cell line genomic features, predict the synergy score measuring deviation from expected non-interaction effect. Drug 1: C1=CC(=CC=C1C#N)C(C2=CC=C(C=C2)C#N)N3C=NC=N3. Drug 2: C1CNP(=O)(OC1)N(CCCl)CCCl. Cell line: TK-10. Synergy scores: CSS=1.93, Synergy_ZIP=-0.509, Synergy_Bliss=0.0325, Synergy_Loewe=-8.28, Synergy_HSA=0.318.